This data is from Catalyst prediction with 721,799 reactions and 888 catalyst types from USPTO. The task is: Predict which catalyst facilitates the given reaction. Reactant: [Cl:1][C:2]1[CH:3]=[C:4]2[C:9](=[CH:10][CH:11]=1)[C:8](=[O:12])[N:7]([NH:13][CH3:14])[C:6]([C:15]([OH:17])=[O:16])=[C:5]2[C:18]1[CH:23]=[CH:22][CH:21]=[CH:20][CH:19]=1.C(N(CC)CC)C.Cl[C:32]([O:34][CH2:35][C:36]1[CH:41]=[CH:40][CH:39]=[CH:38][CH:37]=1)=[O:33].C(=O)([O-])O.[Na+]. Product: [CH2:35]([O:34][C:32]([N:13]([CH3:14])[N:7]1[C:6]([C:15]([OH:17])=[O:16])=[C:5]([C:18]2[CH:23]=[CH:22][CH:21]=[CH:20][CH:19]=2)[C:4]2[C:9](=[CH:10][CH:11]=[C:2]([Cl:1])[CH:3]=2)[C:8]1=[O:12])=[O:33])[C:36]1[CH:41]=[CH:40][CH:39]=[CH:38][CH:37]=1. The catalyst class is: 1.